Dataset: Full USPTO retrosynthesis dataset with 1.9M reactions from patents (1976-2016). Task: Predict the reactants needed to synthesize the given product. Given the product [O:27]([C:24]1[CH:23]=[CH:22][C:21]([C:20]([NH:19][CH2:18][C:17]2[CH:35]=[CH:36][CH:37]=[C:15]([O:14][CH:11]3[CH2:10][CH2:9][NH:8][CH2:13][CH2:12]3)[CH:16]=2)=[O:34])=[CH:26][CH:25]=1)[C:28]1[CH:29]=[CH:30][CH:31]=[CH:32][CH:33]=1, predict the reactants needed to synthesize it. The reactants are: C([N:8]1[CH2:13][CH2:12][CH:11]([O:14][C:15]2[CH:16]=[C:17]([CH:35]=[CH:36][CH:37]=2)[CH2:18][NH:19][C:20](=[O:34])[C:21]2[CH:26]=[CH:25][C:24]([O:27][C:28]3[CH:33]=[CH:32][CH:31]=[CH:30][CH:29]=3)=[CH:23][CH:22]=2)[CH2:10][CH2:9]1)C1C=CC=CC=1.